From a dataset of Reaction yield outcomes from USPTO patents with 853,638 reactions. Predict the reaction yield, written as a fraction of the theoretical maximum amount of product (1.0 means a 100% yield; for example, 0.34 means a 34% yield). (1) The reactants are [C:1]([O:5][C@@H:6]([C:10]1[C:37]([CH3:38])=[N:36][C:35]2=[CH:39][C:32]3=[N:33][N:34]2[C:11]=1[N:12]1[CH2:43][CH2:42][C:15]([CH3:44])([O:16][CH2:17][CH:18]=[CH:19][CH2:20][CH2:21][C:22]2[CH:41]=[C:26]([CH2:27][C:28]4[S:40][C:31]3=[N:30][CH:29]=4)[CH:25]=[CH:24][CH:23]=2)[CH2:14][CH2:13]1)[C:7]([OH:9])=[O:8])([CH3:4])([CH3:3])[CH3:2].[H][H]. The catalyst is CO.[Pd]. The product is [C:1]([O:5][C@@H:6]([C:10]1[C:37]([CH3:38])=[N:36][C:35]2=[CH:39][C:32]3=[N:33][N:34]2[C:11]=1[N:12]1[CH2:43][CH2:42][C:15]([CH3:44])([O:16][CH2:17][CH2:18][CH2:19][CH2:20][CH2:21][C:22]2[CH:41]=[C:26]([CH2:27][C:28]4[S:40][C:31]3=[N:30][CH:29]=4)[CH:25]=[CH:24][CH:23]=2)[CH2:14][CH2:13]1)[C:7]([OH:9])=[O:8])([CH3:4])([CH3:2])[CH3:3]. The yield is 0.426. (2) The reactants are Cl[C:2]1[CH:11]=[CH:10][N:9]=[C:8]2[C:3]=1[C:4]1[CH:16]=[CH:15][CH:14]=[CH:13][C:5]=1[C:6](=[O:12])[NH:7]2.B(O)(O)[C:18]1[CH:23]=[CH:22][C:21]([S:24]([N:27]([CH3:29])[CH3:28])(=[O:26])=[O:25])=[CH:20][CH:19]=1.COC1C=CC=C(OC)C=1C1C=CC=CC=1P(C1CCCCC1)C1CCCCC1.C([O-])([O-])=O.[K+].[K+]. The catalyst is O1CCOCC1.O.O.CCOC(C)=O.CC([O-])=O.CC([O-])=O.[Pd+2]. The product is [CH3:28][N:27]([CH3:29])[S:24]([C:21]1[CH:20]=[CH:19][C:18]([C:2]2[CH:11]=[CH:10][N:9]=[C:8]3[C:3]=2[C:4]2[CH:16]=[CH:15][CH:14]=[CH:13][C:5]=2[C:6](=[O:12])[NH:7]3)=[CH:23][CH:22]=1)(=[O:25])=[O:26]. The yield is 0.730. (3) The reactants are [NH:1]1[CH2:7][C:5](=[O:6])[NH:4][C:2]1=[O:3].[Cl:8][C:9]1[CH:10]=[C:11]([CH:14]=[CH:15][C:16]=1[NH:17][C:18]1[C:23]([CH3:24])=[C:22]([NH:25][CH:26]2[CH2:28][CH2:27]2)[N:21]2[N:29]=[CH:30][C:31]([CH:32]=O)=[C:20]2[N:19]=1)[C:12]#[N:13].N1CCCCC1. The catalyst is C(O)C.O. The product is [Cl:8][C:9]1[CH:10]=[C:11]([CH:14]=[CH:15][C:16]=1[NH:17][C:18]1[C:23]([CH3:24])=[C:22]([NH:25][CH:26]2[CH2:27][CH2:28]2)[N:21]2[N:29]=[CH:30][C:31]([CH:32]=[C:7]3[C:5](=[O:6])[NH:4][C:2](=[O:3])[NH:1]3)=[C:20]2[N:19]=1)[C:12]#[N:13]. The yield is 0.580. (4) The reactants are [N+](C1C=CC(N)=C(N)C=1)([O-])=O.[CH:12]1([C:15]2[NH:16][C:17]3[CH:23]=[C:22]([N+:24]([O-])=O)[CH:21]=[CH:20][C:18]=3[N:19]=2)[CH2:14][CH2:13]1.[N+](C1NC2C=CC=CC=2N=1)([O-])=O. The catalyst is C1(C(O)=O)CC1.CCOC(C)=O.CO.[Pd]. The product is [CH:12]1([C:15]2[NH:16][C:17]3[CH:23]=[C:22]([NH2:24])[CH:21]=[CH:20][C:18]=3[N:19]=2)[CH2:14][CH2:13]1. The yield is 0.750. (5) The reactants are C(OC(=O)[NH:7][C:8]([C:10]1[S:11][C:12]([S:33][CH3:34])=[C:13]([S:15]([C:18]2[CH:19]=[C:20]([C:24]3[C:29]([CH3:30])=[CH:28][CH:27]=[CH:26][C:25]=3[CH2:31]O)[CH:21]=[CH:22][CH:23]=2)(=[O:17])=[O:16])[CH:14]=1)=[NH:9])(C)(C)C.C(OP([CH2:44][P:45]([O:50]CC)([O:47]CC)=[O:46])(=O)OCC)C.[H-].[Na+].C(Cl)(Cl)Cl.[F:59][C:60]([F:65])([F:64])[C:61]([OH:63])=[O:62]. The catalyst is ClCCl.C1COCC1.[O-2].[O-2].[Mn+4]. The product is [F:59][C:60]([F:65])([F:64])[C:61]([OH:63])=[O:62].[C:8]([C:10]1[S:11][C:12]([S:33][CH3:34])=[C:13]([S:15]([C:18]2[CH:19]=[C:20]([C:24]3[C:29]([CH3:30])=[CH:28][CH:27]=[CH:26][C:25]=3/[CH:31]=[CH:44]\[P:45](=[O:46])([OH:47])[OH:50])[CH:21]=[CH:22][CH:23]=2)(=[O:16])=[O:17])[CH:14]=1)(=[NH:7])[NH2:9]. The yield is 0.570.